This data is from Peptide-MHC class II binding affinity with 134,281 pairs from IEDB. The task is: Regression. Given a peptide amino acid sequence and an MHC pseudo amino acid sequence, predict their binding affinity value. This is MHC class II binding data. (1) The peptide sequence is NPYRTWHYCGSYVTK. The MHC is DRB3_0101 with pseudo-sequence DRB3_0101. The binding affinity (normalized) is 0.403. (2) The peptide sequence is MSQIMYNYPAMMAHA. The MHC is HLA-DQA10501-DQB10301 with pseudo-sequence HLA-DQA10501-DQB10301. The binding affinity (normalized) is 0.357. (3) The peptide sequence is PLGLLLKNLTTSSYV. The binding affinity (normalized) is 0.562. The MHC is DRB1_0404 with pseudo-sequence DRB1_0404. (4) The peptide sequence is EAAFTVSSKRNLADA. The MHC is HLA-DPA10301-DPB10402 with pseudo-sequence HLA-DPA10301-DPB10402. The binding affinity (normalized) is 0.430. (5) The peptide sequence is PTFAKAMEKLSVLKV. The MHC is HLA-DPA10103-DPB10401 with pseudo-sequence HLA-DPA10103-DPB10401. The binding affinity (normalized) is 0.341. (6) The peptide sequence is FKAAVAAAASVPAAD. The MHC is DRB3_0101 with pseudo-sequence DRB3_0101. The binding affinity (normalized) is 0.0895.